This data is from Forward reaction prediction with 1.9M reactions from USPTO patents (1976-2016). The task is: Predict the product of the given reaction. (1) Given the reactants [CH2:1]([O:3][C:4](=[O:23])[CH2:5][O:6][C:7]1[CH:12]=[CH:11][C:10]([S:13][C:14]2[CH:19]=[CH:18][C:17]([CH2:20][OH:21])=[CH:16][CH:15]=2)=[CH:9][C:8]=1[CH3:22])[CH3:2].O[C:25]1[CH:30]=[CH:29][C:28]([C:31]([F:34])([F:33])[F:32])=[CH:27][CH:26]=1.C([O-])([O-])=O.[K+].[K+], predict the reaction product. The product is: [CH2:1]([O:3][C:4](=[O:23])[CH2:5][O:6][C:7]1[CH:12]=[CH:11][C:10]([S:13][C:14]2[CH:19]=[CH:18][C:17]([CH2:20][O:21][C:25]3[CH:30]=[CH:29][C:28]([C:31]([F:34])([F:33])[F:32])=[CH:27][CH:26]=3)=[CH:16][CH:15]=2)=[CH:9][C:8]=1[CH3:22])[CH3:2]. (2) The product is: [C:1]([C:5]1[N:10]=[C:9]([N:11]2[CH2:16][CH2:15][N:14]([CH2:17][CH2:18][CH2:19][CH2:20][NH:21][C:31]([N:45]3[CH2:46][CH2:47][N:42]([CH2:41][CH:38]4[CH2:40][CH2:39]4)[CH2:43][CH2:44]3)=[O:32])[CH2:13][CH2:12]2)[CH:8]=[C:7]([C:22]([F:24])([F:25])[F:23])[N:6]=1)([CH3:4])([CH3:2])[CH3:3]. Given the reactants [C:1]([C:5]1[N:10]=[C:9]([N:11]2[CH2:16][CH2:15][N:14]([CH2:17][CH2:18][CH2:19][CH2:20][NH2:21])[CH2:13][CH2:12]2)[CH:8]=[C:7]([C:22]([F:25])([F:24])[F:23])[N:6]=1)([CH3:4])([CH3:3])[CH3:2].C1N=CN([C:31](N2C=NC=C2)=[O:32])C=1.[CH:38]1([CH2:41][N:42]2[CH2:47][CH2:46][NH:45][CH2:44][CH2:43]2)[CH2:40][CH2:39]1, predict the reaction product. (3) Given the reactants [NH2:1][C:2]1[CH:11]=[C:10]([N+:12]([O-:14])=[O:13])[CH:9]=[CH:8][C:3]=1[C:4]([O:6]C)=[O:5].C(N(CC)CC)C.[CH3:22][S:23](Cl)(=[O:25])=[O:24].[OH-].[Na+], predict the reaction product. The product is: [CH3:22][S:23]([NH:1][C:2]1[CH:11]=[C:10]([N+:12]([O-:14])=[O:13])[CH:9]=[CH:8][C:3]=1[C:4]([OH:6])=[O:5])(=[O:25])=[O:24]. (4) Given the reactants [F:1][C:2]([F:24])([F:23])[C:3]([NH:5][C@H:6]([CH3:22])[CH2:7][C:8]1[CH:13]=[C:12]([O:14][CH3:15])[C:11]([CH2:16][CH2:17][CH2:18]O)=[CH:10][C:9]=1[O:20][CH3:21])=[O:4].C1(P(C2C=CC=CC=2)C2C=CC=CC=2)C=CC=CC=1.C(Br)(Br)(Br)[Br:45].C(O)C, predict the reaction product. The product is: [Br:45][CH2:18][CH2:17][CH2:16][C:11]1[C:12]([O:14][CH3:15])=[CH:13][C:8]([CH2:7][C@H:6]([NH:5][C:3](=[O:4])[C:2]([F:24])([F:23])[F:1])[CH3:22])=[C:9]([O:20][CH3:21])[CH:10]=1. (5) Given the reactants [CH2:1]([N:8]([CH2:21][C:22]1[CH:27]=[CH:26][C:25]([O:28][C:29]2[CH:34]=[CH:33][CH:32]=[C:31]([O:35][CH2:36][CH2:37][CH2:38][O:39][Si](C(C)(C)C)(C)C)[CH:30]=2)=[CH:24][CH:23]=1)[C:9]1[C:10]([CH3:20])=[C:11]([NH:15][S:16]([CH3:19])(=[O:18])=[O:17])[CH:12]=[CH:13][CH:14]=1)[C:2]1[CH:7]=[CH:6][CH:5]=[CH:4][CH:3]=1.[F-].C([N+](CCCC)(CCCC)CCCC)CCC, predict the reaction product. The product is: [CH2:1]([N:8]([CH2:21][C:22]1[CH:27]=[CH:26][C:25]([O:28][C:29]2[CH:34]=[CH:33][CH:32]=[C:31]([O:35][CH2:36][CH2:37][CH2:38][OH:39])[CH:30]=2)=[CH:24][CH:23]=1)[C:9]1[C:10]([CH3:20])=[C:11]([NH:15][S:16]([CH3:19])(=[O:17])=[O:18])[CH:12]=[CH:13][CH:14]=1)[C:2]1[CH:7]=[CH:6][CH:5]=[CH:4][CH:3]=1. (6) Given the reactants [P:1]([Cl:5])(Cl)([Cl:3])=[O:2].N1C(C)=CC=CC=1C.[CH3:14][NH:15][C@H:16]([CH3:23])[C:17]1[CH:22]=[CH:21][CH:20]=[CH:19][CH:18]=1, predict the reaction product. The product is: [CH3:14][N:15]([C@@H:16]([C:17]1[CH:22]=[CH:21][CH:20]=[CH:19][CH:18]=1)[CH3:23])[P:1]([Cl:5])([Cl:3])=[O:2]. (7) The product is: [CH2:20]([O:22][C:23](=[O:26])[CH2:24][NH:25][C:10]1[N:11]([CH2:16][CH2:17][CH3:18])[C:12](=[O:15])[C:13]2[NH:14][C:6]([CH:1]3[CH2:5][CH2:4][CH2:3][CH2:2]3)=[N:7][C:8]=2[N:9]=1)[CH3:21]. Given the reactants [CH:1]1([C:6]2[NH:14][C:13]3[C:12](=[O:15])[N:11]([CH2:16][CH2:17][CH3:18])[C:10](Cl)=[N:9][C:8]=3[N:7]=2)[CH2:5][CH2:4][CH2:3][CH2:2]1.[CH2:20]([O:22][C:23](=[O:26])[CH2:24][NH2:25])[CH3:21].C(N(C(C)C)CC)(C)C.C(OCC)(=O)C, predict the reaction product.